The task is: Regression. Given a peptide amino acid sequence and an MHC pseudo amino acid sequence, predict their binding affinity value. This is MHC class II binding data.. This data is from Peptide-MHC class II binding affinity with 134,281 pairs from IEDB. (1) The peptide sequence is AAATWGTTVYGAFAA. The MHC is HLA-DPA10103-DPB10401 with pseudo-sequence HLA-DPA10103-DPB10401. The binding affinity (normalized) is 0.504. (2) The peptide sequence is GAQLGELYYAIYKAS. The MHC is HLA-DQA10104-DQB10503 with pseudo-sequence HLA-DQA10104-DQB10503. The binding affinity (normalized) is 0.600. (3) The peptide sequence is RDSDDWLNKYSYYPE. The MHC is HLA-DQA10102-DQB10501 with pseudo-sequence HLA-DQA10102-DQB10501. The binding affinity (normalized) is 0. (4) The peptide sequence is IRQAGVQYSR. The MHC is HLA-DPA10301-DPB10402 with pseudo-sequence HLA-DPA10301-DPB10402. The binding affinity (normalized) is 0.00137. (5) The peptide sequence is AAATAGTTVYGAFAD. The MHC is HLA-DQA10401-DQB10402 with pseudo-sequence HLA-DQA10401-DQB10402. The binding affinity (normalized) is 0.375. (6) The MHC is HLA-DQA10101-DQB10501 with pseudo-sequence HLA-DQA10101-DQB10501. The binding affinity (normalized) is 0.0446. The peptide sequence is PGHGISVGSLGRYKD. (7) The peptide sequence is WGAIWRIDTPDKLTG. The MHC is DRB4_0101 with pseudo-sequence DRB4_0103. The binding affinity (normalized) is 0.571. (8) The peptide sequence is VGTMVMELIRMIKRG. The MHC is DRB1_0101 with pseudo-sequence DRB1_0101. The binding affinity (normalized) is 0.714.